Dataset: Reaction yield outcomes from USPTO patents with 853,638 reactions. Task: Predict the reaction yield, written as a fraction of the theoretical maximum amount of product (1.0 means a 100% yield; for example, 0.34 means a 34% yield). (1) The yield is 0.920. The product is [N+:1]([C:4]1[CH:5]=[C:6]([CH:7]=[CH:8][CH:9]=1)[O:10][CH2:12][C:13]([O:15][C:16]([CH3:19])([CH3:18])[CH3:17])=[O:14])([O-:3])=[O:2]. The catalyst is CC(C)=O. The reactants are [N+:1]([C:4]1[CH:5]=[C:6]([OH:10])[CH:7]=[CH:8][CH:9]=1)([O-:3])=[O:2].Br[CH2:12][C:13]([O:15][C:16]([CH3:19])([CH3:18])[CH3:17])=[O:14].C(=O)([O-])[O-].[K+].[K+]. (2) The reactants are [F:1][C:2]1[C:7]([OH:8])=[CH:6][CH:5]=[C:4]([F:9])[C:3]=1[NH:10][C:11](=O)[C:12]1[CH:17]=[CH:16][CH:15]=[C:14]([C:18]2[CH:23]=[CH:22][CH:21]=[C:20]([F:24])[CH:19]=2)[CH:13]=1. The catalyst is C1COCC1. The product is [F:1][C:2]1[C:3]([NH:10][CH2:11][C:12]2[CH:17]=[CH:16][CH:15]=[C:14]([C:18]3[CH:23]=[CH:22][CH:21]=[C:20]([F:24])[CH:19]=3)[CH:13]=2)=[C:4]([F:9])[CH:5]=[CH:6][C:7]=1[OH:8]. The yield is 0.860. (3) The reactants are Cl[CH2:2][CH2:3][O:4][C:5]1[CH:14]=[C:13]2[C:8]([C:9]([O:15][C:16]3[CH:21]=[CH:20][C:19]([CH3:22])=[CH:18][C:17]=3[C:23]([C:25]3[CH:30]=[CH:29][CH:28]=[CH:27][CH:26]=3)=[O:24])=[CH:10][CH:11]=[N:12]2)=[CH:7][C:6]=1[O:31][CH3:32].[NH:33]1[CH2:38][CH2:37][O:36][CH2:35][CH2:34]1.C(=O)([O-])[O-].[K+].[K+].O. The catalyst is CN(C)C=O. The product is [CH3:22][C:19]1[CH:20]=[CH:21][C:16]([O:15][C:9]2[C:8]3[C:13](=[CH:14][C:5]([O:4][CH2:3][CH2:2][N:33]4[CH2:38][CH2:37][O:36][CH2:35][CH2:34]4)=[C:6]([O:31][CH3:32])[CH:7]=3)[N:12]=[CH:11][CH:10]=2)=[C:17]([C:23]([C:25]2[CH:26]=[CH:27][CH:28]=[CH:29][CH:30]=2)=[O:24])[CH:18]=1. The yield is 0.640. (4) The reactants are [Cl:1][S:2]([OH:5])(=O)=[O:3].[C:6]([NH:9][C:10]1[CH:15]=[CH:14][CH:13]=[CH:12][CH:11]=1)(=[O:8])[CH3:7]. No catalyst specified. The product is [C:6]([NH:9][C:10]1[CH:15]=[CH:14][C:13]([S:2]([Cl:1])(=[O:5])=[O:3])=[CH:12][CH:11]=1)(=[O:8])[CH3:7]. The yield is 0.480. (5) The reactants are [CH3:1][O:2][C:3]1([C:20]2[CH:25]=[CH:24][CH:23]=[CH:22][C:21]=2[CH3:26])[CH2:8][CH2:7][C:6]2[C:9]([CH2:18]O)=[CH:10][C:11]3[N:12]([CH3:17])[C:13]([CH3:16])=[N:14][C:15]=3[C:5]=2[O:4]1.S(Cl)([Cl:29])=O.C(=O)(O)[O-].[Na+]. The catalyst is ClCCl. The product is [Cl:29][CH2:18][C:9]1[C:6]2[CH2:7][CH2:8][C:3]([O:2][CH3:1])([C:20]3[CH:25]=[CH:24][CH:23]=[CH:22][C:21]=3[CH3:26])[O:4][C:5]=2[C:15]2[N:14]=[C:13]([CH3:16])[N:12]([CH3:17])[C:11]=2[CH:10]=1. The yield is 1.00. (6) The reactants are I[C:2]1[C:10]2[C:5](=[N:6][CH:7]=[C:8]([C:11]3[CH:12]=[C:13]([O:25][CH3:26])[C:14]([NH:17][C:18](=[O:24])[O:19][C:20]([CH3:23])([CH3:22])[CH3:21])=[N:15][CH:16]=3)[CH:9]=2)[N:4]([S:27]([C:30]2[CH:36]=[CH:35][C:33]([CH3:34])=[CH:32][CH:31]=2)(=[O:29])=[O:28])[CH:3]=1.[F:37][C:38]1[CH:39]=[C:40]([CH:58]=[C:59]([F:61])[CH:60]=1)[CH2:41][N:42]1[C:46]([CH3:47])=[C:45](B2OC(C)(C)C(C)(C)O2)[C:44]([CH3:57])=[N:43]1.C(=O)([O-])[O-].[Na+].[Na+]. The catalyst is C1(C)C=CC=CC=1.C(O)C.O.C1C=CC(P(C2C=CC=CC=2)[C-]2C=CC=C2)=CC=1.C1C=CC(P(C2C=CC=CC=2)[C-]2C=CC=C2)=CC=1.Cl[Pd]Cl.[Fe+2]. The product is [F:37][C:38]1[CH:39]=[C:40]([CH:58]=[C:59]([F:61])[CH:60]=1)[CH2:41][N:42]1[C:46]([CH3:47])=[C:45]([C:2]2[C:10]3[C:5](=[N:6][CH:7]=[C:8]([C:11]4[CH:12]=[C:13]([O:25][CH3:26])[C:14]([NH:17][C:18](=[O:24])[O:19][C:20]([CH3:23])([CH3:22])[CH3:21])=[N:15][CH:16]=4)[CH:9]=3)[N:4]([S:27]([C:30]3[CH:36]=[CH:35][C:33]([CH3:34])=[CH:32][CH:31]=3)(=[O:29])=[O:28])[CH:3]=2)[C:44]([CH3:57])=[N:43]1. The yield is 0.869. (7) The reactants are CO[C:3](=[O:16])[C:4]([CH2:9][NH:10][CH:11]1[CH2:15][CH2:14][CH2:13][CH2:12]1)([CH2:7][CH3:8])[CH2:5][CH3:6].C(=O)([O-])[O-].[K+].[K+].[Cl:23][C:24]1[N:29]=[C:28](Cl)[C:27]([N+:31]([O-])=O)=[CH:26][N:25]=1. The catalyst is CC(C)=O.C(O)(=O)C.[Fe]. The product is [Cl:23][C:24]1[N:29]=[C:28]2[C:27]([NH:31][C:3](=[O:16])[C:4]([CH2:5][CH3:6])([CH2:7][CH3:8])[CH2:9][N:10]2[CH:11]2[CH2:12][CH2:13][CH2:14][CH2:15]2)=[CH:26][N:25]=1. The yield is 0.300. (8) The reactants are Br[C:2]1[CH:3]=[C:4]([N:8]2[CH2:17][CH2:16][C:15]3[C:10](=[CH:11][CH:12]=[C:13]([Cl:18])[CH:14]=3)[C:9]2=[O:19])[CH:5]=[N:6][CH:7]=1.[CH3:20][N:21]1[CH:25]=[C:24]([CH3:26])[CH:23]=[N:22]1.C1(P(C2CCCCC2)C2C=CC=CC=2C2C=CC=CC=2N(C)C)CCCCC1.C(O)(=O)C(C)C. The catalyst is CN1C(=O)CCC1.CC([O-])=O.CC([O-])=O.[Pd+2].O. The product is [Cl:18][C:13]1[CH:14]=[C:15]2[C:10](=[CH:11][CH:12]=1)[C:9](=[O:19])[N:8]([C:4]1[CH:5]=[N:6][CH:7]=[C:2]([C:25]3[N:21]([CH3:20])[N:22]=[CH:23][C:24]=3[CH3:26])[CH:3]=1)[CH2:17][CH2:16]2. The yield is 0.0990.